Dataset: Catalyst prediction with 721,799 reactions and 888 catalyst types from USPTO. Task: Predict which catalyst facilitates the given reaction. (1) Reactant: C(OC([N:8]1[C:16]2[C:11](=[CH:12][CH:13]=[C:14]([Cl:17])[CH:15]=2)/[C:10](=[CH:18]/[C:19]2[CH:24]=[CH:23][CH:22]=[C:21]([Cl:25])[CH:20]=2)/[C:9]1=[O:26])=O)(C)(C)C.[Br:27][C:28]1[CH:29]=[CH:30][C:31]([O:43][CH:44]2[CH2:49][CH2:48][O:47][CH2:46][CH2:45]2)=[C:32]([CH:34]=[N:35][C:36]([O:38][Si](C)(C)C)=[CH2:37])[CH:33]=1. Product: [Br:27][C:28]1[CH:29]=[CH:30][C:31]([O:43][CH:44]2[CH2:45][CH2:46][O:47][CH2:48][CH2:49]2)=[C:32]([CH:34]2[C:10]3([C:11]4[C:16](=[CH:15][C:14]([Cl:17])=[CH:13][CH:12]=4)[NH:8][C:9]3=[O:26])[CH:18]([C:19]3[CH:24]=[CH:23][CH:22]=[C:21]([Cl:25])[CH:20]=3)[CH2:37][C:36](=[O:38])[NH:35]2)[CH:33]=1. The catalyst class is: 451. (2) Reactant: [C:1]1([C:7]2([C:12]#[N:13])[CH2:11][CH2:10][CH2:9][CH2:8]2)[CH2:6][CH2:5][CH2:4][CH2:3][CH:2]=1. Product: [CH:1]1([C:7]2([C:12]#[N:13])[CH2:8][CH2:9][CH2:10][CH2:11]2)[CH2:2][CH2:3][CH2:4][CH2:5][CH2:6]1. The catalyst class is: 129. (3) Reactant: C([O-])([O-])=O.[K+].[K+].N1C2C(=CC=CC=2O)C=CC=1.[NH:18]1[CH:22]=[CH:21][CH:20]=[N:19]1.I[C:24]1[CH:29]=[CH:28][C:27]([O:30][CH3:31])=[CH:26][CH:25]=1.[NH4+].[Cl-]. Product: [CH3:31][O:30][C:27]1[CH:28]=[CH:29][C:24]([N:18]2[CH:22]=[CH:21][CH:20]=[N:19]2)=[CH:25][CH:26]=1. The catalyst class is: 156. (4) Reactant: Br[CH2:2][C:3]([C:5]1[C:10]([CH3:11])=[CH:9][C:8]([S:12]([C:15]2[CH:20]=[CH:19][C:18]([O:21][CH3:22])=[CH:17][CH:16]=2)(=[O:14])=[O:13])=[CH:7][C:6]=1[CH3:23])=O.[NH2:24][C:25]([NH2:27])=[S:26]. Product: [CH3:22][O:21][C:18]1[CH:19]=[CH:20][C:15]([S:12]([C:8]2[CH:9]=[C:10]([CH3:11])[C:5]([C:3]3[N:24]=[C:25]([NH2:27])[S:26][CH:2]=3)=[C:6]([CH3:23])[CH:7]=2)(=[O:14])=[O:13])=[CH:16][CH:17]=1. The catalyst class is: 14. (5) Reactant: [CH2:1]([C:5]1[CH:10]=[CH:9][C:8]([NH2:11])=[CH:7][CH:6]=1)[CH2:2][CH2:3][CH3:4].[CH:12](N(C(C)C)CC)(C)C.ClC(OCC)=O.[H-].[Al+3].[Li+].[H-].[H-].[H-]. Product: [CH2:1]([C:5]1[CH:6]=[CH:7][C:8]([NH:11][CH3:12])=[CH:9][CH:10]=1)[CH2:2][CH2:3][CH3:4]. The catalyst class is: 7. (6) Reactant: [F-].C([N+](CCCC)(CCCC)CCCC)CCC.[Si]([O:36][CH2:37][CH2:38][O:39][CH2:40][C@H:41]([O:53][C:54]1[N:59]=[CH:58][N:57]=[C:56]2[N:60]([C:63]3[CH:68]=[CH:67][CH:66]=[C:65]([C:69]#[N:70])[C:64]=3[CH3:71])[N:61]=[CH:62][C:55]=12)[C:42]([NH:44][C:45]1[CH:50]=[CH:49][C:48]([C:51]#[N:52])=[CH:47][N:46]=1)=[O:43])(C(C)(C)C)(C1C=CC=CC=1)C1C=CC=CC=1. Product: [C:69]([C:65]1[C:64]([CH3:71])=[C:63]([N:60]2[C:56]3=[N:57][CH:58]=[N:59][C:54]([O:53][C@@H:41]([CH2:40][O:39][CH2:38][CH2:37][OH:36])[C:42]([NH:44][C:45]4[CH:50]=[CH:49][C:48]([C:51]#[N:52])=[CH:47][N:46]=4)=[O:43])=[C:55]3[CH:62]=[N:61]2)[CH:68]=[CH:67][CH:66]=1)#[N:70]. The catalyst class is: 1.